This data is from Full USPTO retrosynthesis dataset with 1.9M reactions from patents (1976-2016). The task is: Predict the reactants needed to synthesize the given product. (1) Given the product [C:1]([O:5][C:6]([N:8]1[CH2:12][CH2:11][C@@H:10]([O:13][CH2:21][C:20]2[CH:23]=[CH:24][C:17]([Cl:16])=[CH:18][CH:19]=2)[CH2:9]1)=[O:7])([CH3:4])([CH3:2])[CH3:3], predict the reactants needed to synthesize it. The reactants are: [C:1]([O:5][C:6]([N:8]1[CH2:12][CH2:11][C@@H:10]([OH:13])[CH2:9]1)=[O:7])([CH3:4])([CH3:3])[CH3:2].[H-].[Na+].[Cl:16][C:17]1[CH:24]=[CH:23][C:20]([CH2:21]Br)=[CH:19][CH:18]=1. (2) Given the product [F:24][C:21]([F:22])([F:23])[C@@:20]([C:25]1[CH:30]=[CH:29][C:28]([N:31]2[CH:35]=[CH:34][CH:33]=[N:32]2)=[CH:27][CH:26]=1)([OH:36])[C@@H:19]([C:7]1[NH:6][CH:10]=[C:9]([CH2:11][C:12]2([C:15]([F:17])([F:18])[F:16])[CH2:13][CH2:14]2)[N:8]=1)[OH:37], predict the reactants needed to synthesize it. The reactants are: CN(C)S([N:6]1[CH:10]=[C:9]([CH2:11][C:12]2([C:15]([F:18])([F:17])[F:16])[CH2:14][CH2:13]2)[N:8]=[C:7]1[C@H:19]([OH:37])[C@:20]([OH:36])([C:25]1[CH:30]=[CH:29][C:28]([N:31]2[CH:35]=[CH:34][CH:33]=[N:32]2)=[CH:27][CH:26]=1)[C:21]([F:24])([F:23])[F:22])(=O)=O.Cl. (3) Given the product [OH:3][C:2]1[CH:4]=[C:13]([C:12]([OH:18])=[O:17])[C:14]2[C:11](=[CH:10][CH:9]=[CH:8][CH:7]=2)[N:1]=1, predict the reactants needed to synthesize it. The reactants are: [NH:1]1[C:11]2C(=[CH:7][CH:8]=[CH:9][CH:10]=2)[C:4](=O)[C:2]1=[O:3].[C:12]([OH:18])(=[O:17])[CH2:13][C:14](O)=O. (4) The reactants are: [OH:1][C:2]1[CH:10]=[CH:9][C:5]([C:6]([OH:8])=[O:7])=[CH:4][C:3]=1[O:11][CH3:12].[N:13]1([CH2:18][CH2:19][CH2:20][Cl:21])[CH2:17][CH2:16][CH2:15][CH2:14]1.C(=O)([O-])[O-].[K+].[K+].[I-].[K+]. Given the product [ClH:21].[CH3:12][O:11][C:3]1[CH:4]=[C:5]([CH:9]=[CH:10][C:2]=1[O:1][CH2:20][CH2:19][CH2:18][N:13]1[CH2:17][CH2:16][CH2:15][CH2:14]1)[C:6]([OH:8])=[O:7], predict the reactants needed to synthesize it. (5) Given the product [Cl:1][C:2]1[CH:3]=[CH:4][C:5]([CH2:6][NH:7][C:8]2[N:13]=[C:12]([O:14][CH2:15][C:16]([F:18])([F:19])[F:17])[N:11]=[C:10]([NH:20][C:21]3[CH:29]=[CH:28][C:24]([C:25]([NH:44][C@H:45]([CH2:49][CH2:50][CH2:51][NH:52][C:53]([NH2:55])=[NH:54])[C:46]([OH:48])=[O:47])=[O:26])=[CH:23][CH:22]=3)[N:9]=2)=[CH:30][CH:31]=1, predict the reactants needed to synthesize it. The reactants are: [Cl:1][C:2]1[CH:31]=[CH:30][C:5]([CH2:6][NH:7][C:8]2[N:13]=[C:12]([O:14][CH2:15][C:16]([F:19])([F:18])[F:17])[N:11]=[C:10]([NH:20][C:21]3[CH:29]=[CH:28][C:24]([C:25](O)=[O:26])=[CH:23][CH:22]=3)[N:9]=2)=[CH:4][CH:3]=1.C1N=CN(C(N2C=NC=C2)=O)C=1.[NH2:44][C@@H:45]([CH2:49][CH2:50][CH2:51][NH:52][C:53]([NH2:55])=[NH:54])[C:46]([OH:48])=[O:47].CCN(C(C)C)C(C)C. (6) Given the product [Cl:1][C:2]1[CH:7]=[C:6]([OH:8])[C:5]([C:22]2[CH:27]=[CH:26][N:25]=[N:24][CH:23]=2)=[CH:4][C:3]=1[C:10]1[CH:15]=[CH:14][C:13]([F:16])=[CH:12][CH:11]=1, predict the reactants needed to synthesize it. The reactants are: [Cl:1][C:2]1[CH:7]=[C:6]([OH:8])[C:5](I)=[CH:4][C:3]=1[C:10]1[CH:15]=[CH:14][C:13]([F:16])=[CH:12][CH:11]=1.C([Sn](CCCC)(CCCC)[C:22]1[CH:27]=[CH:26][N:25]=[N:24][CH:23]=1)CCC.[F-].[Cs+]. (7) Given the product [CH3:2][C:1]1[N:3]=[C:28]([C:15]2[CH:16]=[N:17][C:18]3[C:23]([C:14]=2[C:8]2[CH:13]=[CH:12][CH:11]=[CH:10][CH:9]=2)=[CH:22][CH:21]=[CH:20][C:19]=3[C:24]([F:27])([F:25])[F:26])[O:5][N:4]=1, predict the reactants needed to synthesize it. The reactants are: [C:1](=[N:4][OH:5])([NH2:3])[CH3:2].[H-].[Na+].[C:8]1([C:14]2[C:23]3[C:18](=[C:19]([C:24]([F:27])([F:26])[F:25])[CH:20]=[CH:21][CH:22]=3)[N:17]=[CH:16][C:15]=2[C:28](OCC)=O)[CH:13]=[CH:12][CH:11]=[CH:10][CH:9]=1. (8) Given the product [CH3:8][C:7]1[N:6]([C:9]2[CH:14]=[CH:13][CH:12]=[C:11]([C:15]([F:16])([F:18])[F:17])[CH:10]=2)[C:5](=[O:19])[C:4]([C:20]([NH:22][CH2:23][C:24]2[CH:29]=[CH:28][C:27]([S:30]([CH3:33])(=[O:31])=[O:32])=[CH:26][CH:25]=2)=[O:21])=[CH:3][C:2]=1[CH2:37][CH2:36][C:35](=[O:38])[CH3:34], predict the reactants needed to synthesize it. The reactants are: I[C:2]1[CH:3]=[C:4]([C:20]([NH:22][CH2:23][C:24]2[CH:29]=[CH:28][C:27]([S:30]([CH3:33])(=[O:32])=[O:31])=[CH:26][CH:25]=2)=[O:21])[C:5](=[O:19])[N:6]([C:9]2[CH:14]=[CH:13][CH:12]=[C:11]([C:15]([F:18])([F:17])[F:16])[CH:10]=2)[C:7]=1[CH3:8].[CH3:34][CH:35]([OH:38])[CH:36]=[CH2:37].C(N(CC)CC)C. (9) Given the product [C:25]([C:24]1[CH:27]=[C:28]([C:31]2[N:36]=[C:35]([NH:37][C:38]3[CH:39]=[CH:40][C:41]([N:44]4[CH2:49][CH2:48][N:47]([CH:50]5[CH2:51][O:52][CH2:53]5)[CH2:46][CH2:45]4)=[CH:42][CH:43]=3)[N:34]=[CH:33][N:32]=2)[CH:29]=[CH:30][C:23]=1[O:8][C@H:7]1[CH2:6][CH2:5][N:4]([C:9]([O:11][C:12]([CH3:15])([CH3:14])[CH3:13])=[O:10])[CH2:3][C@H:2]1[F:1])#[N:26], predict the reactants needed to synthesize it. The reactants are: [F:1][C@H:2]1[C@@H:7]([OH:8])[CH2:6][CH2:5][N:4]([C:9]([O:11][C:12]([CH3:15])([CH3:14])[CH3:13])=[O:10])[CH2:3]1.CC(C)([O-])C.[K+].F[C:23]1[CH:30]=[CH:29][C:28]([C:31]2[N:36]=[C:35]([NH:37][C:38]3[CH:43]=[CH:42][C:41]([N:44]4[CH2:49][CH2:48][N:47]([CH:50]5[CH2:53][O:52][CH2:51]5)[CH2:46][CH2:45]4)=[CH:40][CH:39]=3)[N:34]=[CH:33][N:32]=2)=[CH:27][C:24]=1[C:25]#[N:26].O. (10) Given the product [NH2:24][C:21]1[CH:20]=[CH:19][C:3]([O:4][C:5]2[CH:10]=[CH:9][N:8]=[C:7]([NH:11][C:12]([N:14]3[CH2:15][CH2:16][CH2:17][CH2:18]3)=[O:13])[CH:6]=2)=[C:2]([Cl:1])[C:22]=1[Cl:23], predict the reactants needed to synthesize it. The reactants are: [Cl:1][C:2]1[C:22]([Cl:23])=[C:21]([N+:24]([O-])=O)[CH:20]=[CH:19][C:3]=1[O:4][C:5]1[CH:10]=[CH:9][N:8]=[C:7]([NH:11][C:12]([N:14]2[CH2:18][CH2:17][CH2:16][CH2:15]2)=[O:13])[CH:6]=1.C(Cl)Cl.CC(O)=O.[H][H].